Dataset: Reaction yield outcomes from USPTO patents with 853,638 reactions. Task: Predict the reaction yield, written as a fraction of the theoretical maximum amount of product (1.0 means a 100% yield; for example, 0.34 means a 34% yield). The reactants are [CH2:1]([O:3][C:4](=[O:26])[C:5]([C:14]([C:16]1[C:17](Cl)=[N:18][C:19]([O:23][CH3:24])=[C:20]([Br:22])[CH:21]=1)=[O:15])=[CH:6][NH:7][C@H:8]([CH2:12][OH:13])[CH:9]([CH3:11])[CH3:10])[CH3:2].C(=O)([O-])[O-].[K+].[K+]. The catalyst is CN(C=O)C. The product is [CH2:1]([O:3][C:4]([C:5]1[C:14](=[O:15])[C:16]2[C:17](=[N:18][C:19]([O:23][CH3:24])=[C:20]([Br:22])[CH:21]=2)[N:7]([C@H:8]([CH2:12][OH:13])[CH:9]([CH3:11])[CH3:10])[CH:6]=1)=[O:26])[CH3:2]. The yield is 0.680.